This data is from Reaction yield outcomes from USPTO patents with 853,638 reactions. The task is: Predict the reaction yield, written as a fraction of the theoretical maximum amount of product (1.0 means a 100% yield; for example, 0.34 means a 34% yield). (1) The reactants are [F:1][C:2]1[CH:3]=[C:4]([NH:9][C:10]([C:12]2[C:13](=[O:25])[N:14]([C:19]3[CH:24]=[CH:23][CH:22]=[CH:21][CH:20]=3)[N:15]([CH3:18])[C:16]=2[CH3:17])=[O:11])[CH:5]=[CH:6][C:7]=1[OH:8].Cl[C:27]1[CH:32]=[CH:31][N:30]=[C:29]([C:33]([NH2:35])=[O:34])[CH:28]=1.[H-].[Na+]. The catalyst is CS(C)=O.O. The product is [CH3:18][N:15]1[C:16]([CH3:17])=[C:12]([C:10]([NH:9][C:4]2[CH:5]=[CH:6][C:7]([O:8][C:27]3[CH:32]=[CH:31][N:30]=[C:29]([C:33]([NH2:35])=[O:34])[CH:28]=3)=[C:2]([F:1])[CH:3]=2)=[O:11])[C:13](=[O:25])[N:14]1[C:19]1[CH:20]=[CH:21][CH:22]=[CH:23][CH:24]=1. The yield is 0.290. (2) The reactants are [CH3:1][C:2]1[N:3]=[C:4]([N:12]2[CH2:17][CH2:16][CH:15]([NH:18][CH3:19])[CH2:14][CH2:13]2)[S:5][C:6]=1[C:7]([O:9][CH2:10][CH3:11])=[O:8].[Cl:20][C:21]1[N:22]=[C:23]([C:28]([OH:30])=O)[NH:24][C:25]=1[CH2:26][CH3:27].CCN=C=NCCCN(C)C.Cl.ON1C2C=CC=CC=2N=N1.CN1CCOCC1. No catalyst specified. The product is [Cl:20][C:21]1[N:22]=[C:23]([C:28]([N:18]([CH3:19])[CH:15]2[CH2:16][CH2:17][N:12]([C:4]3[S:5][C:6]([C:7]([O:9][CH2:10][CH3:11])=[O:8])=[C:2]([CH3:1])[N:3]=3)[CH2:13][CH2:14]2)=[O:30])[NH:24][C:25]=1[CH2:26][CH3:27]. The yield is 0.930. (3) The product is [Cl:15][C:7]1[S:8][C:4]2[C:3]([Cl:12])=[C:2]([Cl:1])[CH:11]=[CH:10][C:5]=2[N:6]=1. The yield is 0.419. The catalyst is CN(C)C=O. The reactants are [Cl:1][C:2]1[CH:11]=[CH:10][C:5]2[N:6]=[C:7](S)[S:8][C:4]=2[C:3]=1[Cl:12].S(Cl)([Cl:15])=O. (4) The reactants are [CH2:1]([N:8]1[C:16]2[C:11](=[CH:12][CH:13]=[CH:14][CH:15]=2)[C:10]([C:17]([N:19]([CH2:21][C:22]2[CH:27]=[CH:26][C:25]([C:28]3[CH:33]=[CH:32][C:31]([OH:34])=[C:30]([Br:35])[CH:29]=3)=[CH:24][CH:23]=2)[CH3:20])=[O:18])=[CH:9]1)[C:2]1[CH:7]=[CH:6][CH:5]=[CH:4][CH:3]=1.Br[CH2:37][C:38]#[N:39].C(=O)([O-])[O-].[K+].[K+]. The catalyst is CN(C=O)C. The product is [CH2:1]([N:8]1[C:16]2[C:11](=[CH:12][CH:13]=[CH:14][CH:15]=2)[C:10]([C:17]([N:19]([CH2:21][C:22]2[CH:27]=[CH:26][C:25]([C:28]3[CH:33]=[CH:32][C:31]([O:34][CH2:37][C:38]#[N:39])=[C:30]([Br:35])[CH:29]=3)=[CH:24][CH:23]=2)[CH3:20])=[O:18])=[CH:9]1)[C:2]1[CH:3]=[CH:4][CH:5]=[CH:6][CH:7]=1. The yield is 0.980. (5) The reactants are C([O-])(=O)C.[NH4+].[C:6]([C:9]1[N:14]=[CH:13][C:12]([NH:15][C:16]2[N:21]=[C:20]([CH2:22][CH2:23][C:24]3[CH:29]=[CH:28][CH:27]=[CH:26][C:25]=3[C:30]3([C:33]([NH2:35])=[O:34])[CH2:32][CH2:31]3)[C:19]([Cl:36])=[CH:18][N:17]=2)=[CH:11][CH:10]=1)(=O)[CH3:7].C([BH3-])#[N:38].[Na+].Cl. The catalyst is CO.C1COCC1.O. The product is [NH2:38][CH:6]([C:9]1[N:14]=[CH:13][C:12]([NH:15][C:16]2[N:21]=[C:20]([CH2:22][CH2:23][C:24]3[CH:29]=[CH:28][CH:27]=[CH:26][C:25]=3[C:30]3([C:33]([NH2:35])=[O:34])[CH2:31][CH2:32]3)[C:19]([Cl:36])=[CH:18][N:17]=2)=[CH:11][CH:10]=1)[CH3:7]. The yield is 0.600. (6) The reactants are [Cl:1][S:2]([OH:5])(=O)=[O:3].[C:6]1([OH:12])[CH:11]=[CH:10][CH:9]=[CH:8][CH:7]=1. The catalyst is C(Cl)Cl. The product is [OH:12][C:6]1[CH:11]=[CH:10][C:9]([S:2]([Cl:1])(=[O:5])=[O:3])=[CH:8][CH:7]=1. The yield is 0.290. (7) The reactants are [C:1]([O:5][C:6](=[O:20])[C:7]1[CH:12]=[CH:11][CH:10]=[C:9]([C:13]2[C:18]([CH3:19])=[CH:17][CH:16]=[CH:15][N:14]=2)[CH:8]=1)([CH3:4])([CH3:3])[CH3:2].NC(N)=[O:23].OO.C1(=O)OC(=O)C2=CC=CC=C12.[O-]S([O-])=O.[Na+].[Na+].C([O-])([O-])=O.[Na+].[Na+]. The catalyst is CCOC(C)=O.O. The product is [C:1]([O:5][C:6]([C:7]1[CH:8]=[C:9]([C:13]2[C:18]([CH3:19])=[CH:17][CH:16]=[CH:15][N+:14]=2[O-:23])[CH:10]=[CH:11][CH:12]=1)=[O:20])([CH3:4])([CH3:3])[CH3:2]. The yield is 0.950. (8) The reactants are N(OC(C)(C)C)=O.[Cu]([C:11]#[N:12])C#N.CS(C)=O.N[C:18]1[C:19]2[C:31]([CH3:32])=[CH:30][CH:29]=[CH:28][C:20]=2[S:21][C:22]=1[C:23]([O:25][CH2:26][CH3:27])=[O:24]. The catalyst is O. The product is [C:11]([C:18]1[C:19]2[C:31]([CH3:32])=[CH:30][CH:29]=[CH:28][C:20]=2[S:21][C:22]=1[C:23]([O:25][CH2:26][CH3:27])=[O:24])#[N:12]. The yield is 0.240.